This data is from Forward reaction prediction with 1.9M reactions from USPTO patents (1976-2016). The task is: Predict the product of the given reaction. (1) The product is: [OH:3][C@@H:4]1[CH2:9][CH2:8][CH2:7][N:6]([C:10]2[N:11]=[C:12]3[CH:29]=[C:28](/[CH:30]=[CH:31]/[C:32]4[S:33][CH:34]=[C:35]([CH:37]([CH3:39])[CH3:38])[N:36]=4)[CH:27]=[CH:26][N:13]3[C:14](=[O:25])[C:15]=2/[CH:16]=[CH:17]/[C:18]([O:20][C:21]([CH3:22])([CH3:23])[CH3:24])=[O:19])[CH2:5]1. Given the reactants C([O:3][C@@H:4]1[CH2:9][CH2:8][CH2:7][N:6]([C:10]2[N:11]=[C:12]3[CH:29]=[C:28](/[CH:30]=[CH:31]/[C:32]4[S:33][CH:34]=[C:35]([CH:37]([CH3:39])[CH3:38])[N:36]=4)[CH:27]=[CH:26][N:13]3[C:14](=[O:25])[C:15]=2/[CH:16]=[CH:17]/[C:18]([O:20][C:21]([CH3:24])([CH3:23])[CH3:22])=[O:19])[CH2:5]1)=O.OC1CCCN(C2N=C3C=C(/C=C/C4SC=C(C(C)C)N=4)C=CN3C(=O)C=2/C=C/C(OC(C)(C)C)=O)C1, predict the reaction product. (2) Given the reactants O[CH2:2][C:3]1[CH:4]=[CH:5][C:6]([O:11][C:12]2[CH:17]=[CH:16][C:15]([C:18]([F:21])([F:20])[F:19])=[CH:14][N:13]=2)=[C:7]([CH:10]=1)[C:8]#[N:9].S(Cl)([Cl:24])=O, predict the reaction product. The product is: [Cl:24][CH2:2][C:3]1[CH:4]=[CH:5][C:6]([O:11][C:12]2[CH:17]=[CH:16][C:15]([C:18]([F:21])([F:20])[F:19])=[CH:14][N:13]=2)=[C:7]([CH:10]=1)[C:8]#[N:9]. (3) The product is: [Cl:8][C:9]1[CH:16]=[CH:15][CH:14]=[C:13]([Cl:17])[C:10]=1[CH:11]=[N:19][OH:20]. Given the reactants C(N(CC)CC)C.[Cl:8][C:9]1[CH:16]=[CH:15][CH:14]=[C:13]([Cl:17])[C:10]=1[CH:11]=O.Cl.[NH2:19][OH:20].O, predict the reaction product. (4) Given the reactants [CH3:1][N:2]1[C:8]2[N:9]=[C:10]([S:13][CH3:14])[N:11]=[CH:12][C:7]=2[C:6](=[O:15])[O:5][CH2:4][CH2:3]1.ClC1C=CC=C(C(OO)=[O:24])C=1, predict the reaction product. The product is: [CH3:14][S:13]([C:10]1[N:11]=[CH:12][C:7]2[C:6](=[O:15])[O:5][CH2:4][CH2:3][N:2]([CH3:1])[C:8]=2[N:9]=1)=[O:24]. (5) Given the reactants C([O:8][C:9]1[CH:10]=[C:11]([CH2:23][C:24]([CH3:29])([CH3:28])[CH2:25][C:26]#[N:27])[CH:12]=[CH:13][C:14]=1[N:15]1[CH2:19][C:18](=[O:20])[NH:17][S:16]1(=[O:22])=[O:21])C1C=CC=CC=1, predict the reaction product. The product is: [OH:8][C:9]1[CH:10]=[C:11]([CH2:23][C:24]([CH3:29])([CH3:28])[CH2:25][C:26]#[N:27])[CH:12]=[CH:13][C:14]=1[N:15]1[CH2:19][C:18](=[O:20])[NH:17][S:16]1(=[O:22])=[O:21].